Task: Predict the reaction yield, written as a fraction of the theoretical maximum amount of product (1.0 means a 100% yield; for example, 0.34 means a 34% yield).. Dataset: Reaction yield outcomes from USPTO patents with 853,638 reactions (1) The reactants are Br[CH2:2][CH2:3][CH2:4][C:5]([O:7][CH3:8])=[O:6].[Cl:9][C:10]1[CH:15]=[CH:14][C:13]([OH:16])=[CH:12][CH:11]=1.C(=O)([O-])[O-].[K+].[K+]. The catalyst is CN(C)C=O. The product is [Cl:9][C:10]1[CH:15]=[CH:14][C:13]([O:16][CH2:2][CH2:3][CH2:4][C:5]([O:7][CH3:8])=[O:6])=[CH:12][CH:11]=1. The yield is 0.760. (2) The reactants are C([Li])CCC.CCCCCC.[CH3:12][O:13][C:14]1[CH:15]=[C:16](I)[CH:17]=[C:18]([O:20][CH3:21])[CH:19]=1.C(=O)=O.CO.[B:28](OC(C)C)([O:33]C(C)C)[O:29]C(C)C. The catalyst is O1CCCC1. The product is [CH3:12][O:13][C:14]1[CH:15]=[C:16]([B:28]([OH:33])[OH:29])[CH:17]=[C:18]([O:20][CH3:21])[CH:19]=1. The yield is 0.910.